From a dataset of Forward reaction prediction with 1.9M reactions from USPTO patents (1976-2016). Predict the product of the given reaction. (1) The product is: [CH2:1]([N:5]([C:17]1[N:22]=[C:21]([N:23]([CH:28]2[CH2:33][C:32]([CH3:35])([CH3:34])[N:31]([O:36][C:45]3[CH:43]=[CH:46][CH:57]=[CH:56][CH:55]=3)[C:30]([CH3:37])([CH3:38])[CH2:29]2)[CH2:24][CH2:25][CH2:26][CH3:27])[N:20]=[C:19]([Cl:39])[N:18]=1)[CH:6]1[CH2:11][C:10]([CH3:12])([CH3:13])[N:9]([O:14][C:48]2[CH:53]=[CH:52][CH:51]=[CH:50][CH:49]=2)[C:8]([CH3:15])([CH3:16])[CH2:7]1)[CH2:2][CH2:3][CH3:4]. Given the reactants [CH2:1]([N:5]([C:17]1[N:22]=[C:21]([N:23]([CH:28]2[CH2:33][C:32]([CH3:35])([CH3:34])[N:31]([OH:36])[C:30]([CH3:38])([CH3:37])[CH2:29]2)[CH2:24][CH2:25][CH2:26][CH3:27])[N:20]=[C:19]([Cl:39])[N:18]=1)[CH:6]1[CH2:11][C:10]([CH3:13])([CH3:12])[N:9]([OH:14])[C:8]([CH3:16])([CH3:15])[CH2:7]1)[CH2:2][CH2:3][CH3:4].N(O[C:43]([CH3:46])([CH3:45])C)=O.N[C:48]1[CH:53]=[CH:52][CH:51]=[CH:50][CH:49]=1.N1C=C[CH:57]=[CH:56][CH:55]=1, predict the reaction product. (2) Given the reactants [Cl:1][CH2:2][CH2:3][CH2:4][NH:5][CH2:6][C:7]([F:10])([F:9])[F:8].ClCCl.Cl[C:15]([O:17][C:18]1[CH:23]=[CH:22][CH:21]=[CH:20][CH:19]=1)=[O:16], predict the reaction product. The product is: [Cl:1][CH2:2][CH2:3][CH2:4][N:5]([CH2:6][C:7]([F:10])([F:9])[F:8])[C:15](=[O:16])[O:17][C:18]1[CH:23]=[CH:22][CH:21]=[CH:20][CH:19]=1. (3) Given the reactants C(#N)CC.[NH2:5][C:6]1[N:13]=[CH:12][C:11](Br)=[CH:10][C:7]=1[C:8]#[N:9].[CH3:15][N:16]([CH2:21][C:22]1[N:23]([CH3:31])[C:24]2[C:29]([CH:30]=1)=[CH:28][CH:27]=[CH:26][CH:25]=2)[C:17](=[O:20])[CH:18]=[CH2:19].C(N(C(C)C)CC)(C)C.CC1C=CC=CC=1P(C1C=CC=CC=1C)C1C=CC=CC=1C.[ClH:63], predict the reaction product. The product is: [ClH:63].[NH2:5][C:6]1[N:13]=[CH:12][C:11](/[CH:19]=[CH:18]/[C:17]([N:16]([CH3:15])[CH2:21][C:22]2[N:23]([CH3:31])[C:24]3[C:29]([CH:30]=2)=[CH:28][CH:27]=[CH:26][CH:25]=3)=[O:20])=[CH:10][C:7]=1[C:8]#[N:9]. (4) Given the reactants [Si:1]([O:18][CH2:19][C:20]1[C:21]([N:35]2[CH2:40][C@@H:39]([CH3:41])[O:38][C@H:37]([CH3:42])[CH2:36]2)=[C:22]([F:34])[C:23]2[O:27][N:26]=[C:25]([C:28]([O:30]CC)=O)[C:24]=2[CH:33]=1)([C:14]([CH3:17])([CH3:16])[CH3:15])([C:8]1[CH:13]=[CH:12][CH:11]=[CH:10][CH:9]=1)[C:2]1[CH:7]=[CH:6][CH:5]=[CH:4][CH:3]=1.[CH3:43][NH2:44], predict the reaction product. The product is: [Si:1]([O:18][CH2:19][C:20]1[C:21]([N:35]2[CH2:40][C@@H:39]([CH3:41])[O:38][C@H:37]([CH3:42])[CH2:36]2)=[C:22]([F:34])[C:23]2[O:27][N:26]=[C:25]([C:28]([NH:44][CH3:43])=[O:30])[C:24]=2[CH:33]=1)([C:14]([CH3:16])([CH3:15])[CH3:17])([C:2]1[CH:7]=[CH:6][CH:5]=[CH:4][CH:3]=1)[C:8]1[CH:9]=[CH:10][CH:11]=[CH:12][CH:13]=1. (5) The product is: [NH2:1][C:2]1[N:11]=[C:10]([C:12]([N:14]2[CH2:22][C:21]3[C:16](=[CH:17][CH:18]=[CH:19][CH:20]=3)[CH2:15]2)=[O:13])[C:9]2[C:4](=[CH:5][CH:6]=[C:7]([C:23]([CH3:30])([CH2:27][CH2:28][CH3:29])[C:24]([NH:33][CH2:31][CH3:32])=[O:26])[CH:8]=2)[N:3]=1. Given the reactants [NH2:1][C:2]1[N:11]=[C:10]([C:12]([N:14]2[CH2:22][C:21]3[C:16](=[CH:17][CH:18]=[CH:19][CH:20]=3)[CH2:15]2)=[O:13])[C:9]2[C:4](=[CH:5][CH:6]=[C:7]([C:23]([CH3:30])([CH2:27][CH2:28][CH3:29])[C:24]([OH:26])=O)[CH:8]=2)[N:3]=1.[CH2:31]([NH2:33])[CH3:32], predict the reaction product. (6) Given the reactants CC([Mg]Cl)C.I[C:7]1[CH:12]=[CH:11][CH:10]=[C:9]([C:13]([F:16])([F:15])[F:14])[CH:8]=1.[F:17][C:18]([F:26])([CH3:25])[C:19](N(OC)C)=[O:20], predict the reaction product. The product is: [F:17][C:18]([F:26])([CH3:25])[C:19]([C:7]1[CH:12]=[CH:11][CH:10]=[C:9]([C:13]([F:16])([F:15])[F:14])[CH:8]=1)=[O:20].